From a dataset of Full USPTO retrosynthesis dataset with 1.9M reactions from patents (1976-2016). Predict the reactants needed to synthesize the given product. (1) Given the product [OH:1][CH:2]1[O:10][C@H:9]([CH2:11][OH:12])[C@@H:7]([OH:8])[C@H:5]([OH:6])[C@H:3]1[NH2:4].[CH3:20][NH:21][C:23](=[O:24])[C:2]1[C:3](=[CH:5][CH:7]=[CH:9][CH:11]=1)[NH2:4], predict the reactants needed to synthesize it. The reactants are: [OH:1][CH:2]1[O:10][C@H:9]([CH2:11][OH:12])[C@@H:7]([OH:8])[C@H:5]([OH:6])[C@H:3]1[NH2:4].CCN(CC)CC.[CH3:20][N:21]([CH:23]=[O:24])C. (2) Given the product [C:19]1([C:14]2[CH:13]=[C:12]([C:9]3[CH:8]=[CH:7][C:6]([S:3](=[O:4])(=[O:5])[N:2]([CH3:25])[CH3:1])=[CH:11][CH:10]=3)[CH:17]=[CH:16][C:15]=2[NH:18][C:42]([C:31]2[N:32]([CH2:34][O:35][CH2:36][CH2:37][Si:38]([CH3:41])([CH3:40])[CH3:39])[CH:33]=[C:29]([C:27]#[N:28])[N:30]=2)=[O:43])[CH2:24][CH2:23][CH2:22][CH2:21][CH:20]=1, predict the reactants needed to synthesize it. The reactants are: [CH3:1][N:2]([CH3:25])[S:3]([C:6]1[CH:11]=[CH:10][C:9]([C:12]2[CH:17]=[CH:16][C:15]([NH2:18])=[C:14]([C:19]3[CH2:24][CH2:23][CH2:22][CH2:21][CH:20]=3)[CH:13]=2)=[CH:8][CH:7]=1)(=[O:5])=[O:4].[K+].[C:27]([C:29]1[N:30]=[C:31]([C:42]([O-])=[O:43])[N:32]([CH2:34][O:35][CH2:36][CH2:37][Si:38]([CH3:41])([CH3:40])[CH3:39])[CH:33]=1)#[N:28].C1CN([P+](Br)(N2CCCC2)N2CCCC2)CC1.F[P-](F)(F)(F)(F)F.CCN(C(C)C)C(C)C. (3) The reactants are: Br[C:2]1[CH:3]=[CH:4][C:5]([CH3:9])=[C:6]([CH:8]=1)[NH2:7].[CH3:10][C:11]1[CH:12]=[C:13](B(O)O)[CH:14]=[C:15]([CH3:17])[CH:16]=1. Given the product [CH3:10][C:11]1[CH:12]=[C:13]([C:2]2[CH:3]=[CH:4][C:5]([CH3:9])=[C:6]([NH2:7])[CH:8]=2)[CH:14]=[C:15]([CH3:17])[CH:16]=1, predict the reactants needed to synthesize it. (4) Given the product [Br:1][C:2]1[CH:11]=[CH:10][C:5]([C:6]([OH:8])=[O:7])=[C:4]([O:12][CH3:13])[CH:3]=1, predict the reactants needed to synthesize it. The reactants are: [Br:1][C:2]1[CH:11]=[CH:10][C:5]([C:6]([O:8]C)=[O:7])=[C:4]([O:12][CH3:13])[CH:3]=1.[OH-].[Na+].Cl.